From a dataset of Forward reaction prediction with 1.9M reactions from USPTO patents (1976-2016). Predict the product of the given reaction. (1) Given the reactants O.O.[Sn](Cl)Cl.C(O)C.[F:9][C:10]1[CH:15]=[CH:14][C:13]([N+:16]([O-])=O)=[CH:12][C:11]=1[C:19]1[N:20]=[C:21]([CH3:24])[S:22][CH:23]=1.[OH-].[K+], predict the reaction product. The product is: [F:9][C:10]1[CH:15]=[CH:14][C:13]([NH2:16])=[CH:12][C:11]=1[C:19]1[N:20]=[C:21]([CH3:24])[S:22][CH:23]=1. (2) Given the reactants Br[C:2]1[CH:7]=[CH:6][C:5]([C:8]([O:11][CH3:12])([CH3:10])[CH3:9])=[C:4]([O:13][CH3:14])[CH:3]=1.C([Li])CCC.Cl[C:21]([O:23][CH2:24][CH3:25])=[O:22], predict the reaction product. The product is: [CH3:14][O:13][C:4]1[CH:3]=[C:2]([CH:7]=[CH:6][C:5]=1[C:8]([O:11][CH3:12])([CH3:10])[CH3:9])[C:21]([O:23][CH2:24][CH3:25])=[O:22]. (3) The product is: [CH:25]([NH:28][C:3](=[O:24])[C:4]1[CH:9]=[CH:8][C:7]([O:10][CH2:11][C:12]2[C:13]([C:18]3[CH:19]=[N:20][CH:21]=[CH:22][CH:23]=3)=[N:14][O:15][C:16]=2[CH3:17])=[N:6][CH:5]=1)([CH3:27])[CH3:26]. Given the reactants CO[C:3](=[O:24])[C:4]1[CH:9]=[CH:8][C:7]([O:10][CH2:11][C:12]2[C:13]([C:18]3[CH:19]=[N:20][CH:21]=[CH:22][CH:23]=3)=[N:14][O:15][C:16]=2[CH3:17])=[N:6][CH:5]=1.[CH:25]([NH2:28])([CH3:27])[CH3:26], predict the reaction product. (4) The product is: [CH3:5][O:4][C:2]([N:16]1[CH2:17][CH:18]([C:19]2[NH:20][CH:21]=[C:22]([C:24]3[CH:25]=[CH:26][C:27]([C:30]#[C:31][C:32]4[CH:33]=[CH:34][C:35]([C:38]5[N:39]=[C:40]([CH:51]6[CH2:55][CH2:54][CH2:53][N:52]6[C:56](=[O:66])[CH:57]([NH:61][C:62]([O:64][CH3:65])=[O:63])[CH:58]([CH3:60])[CH3:59])[NH:41][CH:42]=5)=[CH:36][CH:37]=4)=[CH:28][CH:29]=3)[N:23]=2)[N:14]([C:12](=[O:13])[CH:11]([NH:10][C:8]([O:7][CH3:6])=[O:9])[CH:75]([CH3:76])[CH3:77])[CH2:15]1)=[O:3]. Given the reactants Cl[C:2]([O:4][CH3:5])=[O:3].[CH3:6][O:7][C:8]([NH:10][CH:11]([CH:75]([CH3:77])[CH3:76])[C:12]([N:14]1[CH:18]([C:19]2[N:20](COCC[Si](C)(C)C)[CH:21]=[C:22]([C:24]3[CH:29]=[CH:28][C:27]([C:30]#[C:31][C:32]4[CH:37]=[CH:36][C:35]([C:38]5[N:39]=[C:40]([CH:51]6[CH2:55][CH2:54][CH2:53][N:52]6[C:56](=[O:66])[CH:57]([NH:61][C:62]([O:64][CH3:65])=[O:63])[CH:58]([CH3:60])[CH3:59])[N:41](COCC[Si](C)(C)C)[CH:42]=5)=[CH:34][CH:33]=4)=[CH:26][CH:25]=3)[N:23]=2)[CH2:17][NH:16][CH2:15]1)=[O:13])=[O:9].CN1CCOCC1, predict the reaction product. (5) Given the reactants [C:1]([O:5][C:6]([N:8]1[CH2:12][C:11]([F:14])([F:13])[CH2:10][CH:9]1[C:15]([OH:17])=[O:16])=[O:7])([CH3:4])([CH3:3])[CH3:2].[CH2:18](Br)[CH:19]=[CH2:20], predict the reaction product. The product is: [C:1]([O:5][C:6]([N:8]1[CH2:12][C:11]([F:13])([F:14])[CH2:10][CH:9]1[C:15]([O:17][CH2:20][CH:19]=[CH2:18])=[O:16])=[O:7])([CH3:4])([CH3:2])[CH3:3]. (6) Given the reactants C(NC(C)C)(C)C.C([Li])CCC.[CH3:13][O:14][C:15](=[O:27])[CH2:16][C:17]1[CH:22]=[CH:21][C:20]([S:23]([CH3:26])(=[O:25])=[O:24])=[CH:19][CH:18]=1.I[CH2:29][CH:30]1[CH2:34][CH2:33][CH2:32][CH:31]1[O:35][CH:36]1[CH2:41][CH2:40][CH2:39][CH2:38][O:37]1, predict the reaction product. The product is: [CH3:13][O:14][C:15](=[O:27])[CH:16]([C:17]1[CH:18]=[CH:19][C:20]([S:23]([CH3:26])(=[O:24])=[O:25])=[CH:21][CH:22]=1)[CH2:29][CH:30]1[CH2:34][CH2:33][CH2:32][CH:31]1[O:35][CH:36]1[CH2:41][CH2:40][CH2:39][CH2:38][O:37]1.